This data is from Forward reaction prediction with 1.9M reactions from USPTO patents (1976-2016). The task is: Predict the product of the given reaction. Given the reactants C([NH:5][S:6]([CH2:9][CH2:10][C:11]1[CH:16]=[CH:15][C:14]([NH:17][C:18]([C:20]2[N:21](COCC[Si](C)(C)C)[CH:22]=[C:23]([C:25]#[N:26])[N:24]=2)=[O:19])=[C:13]([C:35]2[CH2:40][CH2:39][CH2:38][CH2:37][CH:36]=2)[CH:12]=1)(=[O:8])=[O:7])(C)(C)C.CCO.C1(OC)C=CC=CC=1.[C:52]([OH:58])([C:54]([F:57])([F:56])[F:55])=[O:53], predict the reaction product. The product is: [F:55][C:54]([F:57])([F:56])[C:52]([OH:58])=[O:53].[C:35]1([C:13]2[CH:12]=[C:11]([CH2:10][CH2:9][S:6](=[O:7])(=[O:8])[NH2:5])[CH:16]=[CH:15][C:14]=2[NH:17][C:18]([C:20]2[NH:21][CH:22]=[C:23]([C:25]#[N:26])[N:24]=2)=[O:19])[CH2:40][CH2:39][CH2:38][CH2:37][CH:36]=1.